Dataset: Forward reaction prediction with 1.9M reactions from USPTO patents (1976-2016). Task: Predict the product of the given reaction. Given the reactants [C:1]([NH:4][C:5]1[N:9]([C:10]2[CH:15]=[C:14]([S:16][CH2:17][C:18]([F:21])([F:20])[F:19])[C:13]([CH3:22])=[CH:12][C:11]=2[F:23])[N:8]=[C:7]([OH:24])[CH:6]=1)(=[O:3])[CH3:2].N1C=CC=CC=1.FC(F)(F)S([O-])(=O)=O.[F:39][C:40]([I+]C1C=CC=CC=1)([F:48])[C:41]([F:47])([F:46])[C:42]([F:45])([F:44])[F:43], predict the reaction product. The product is: [C:1]([NH:4][C:5]1[N:9]([C:10]2[CH:15]=[C:14]([S:16][CH2:17][C:18]([F:19])([F:20])[F:21])[C:13]([CH3:22])=[CH:12][C:11]=2[F:23])[N:8]=[C:7]([O:24][C:40]([F:48])([F:39])[C:41]([F:47])([F:46])[C:42]([F:45])([F:44])[F:43])[CH:6]=1)(=[O:3])[CH3:2].